From a dataset of Reaction yield outcomes from USPTO patents with 853,638 reactions. Predict the reaction yield, written as a fraction of the theoretical maximum amount of product (1.0 means a 100% yield; for example, 0.34 means a 34% yield). (1) The catalyst is O1CCCC1.C(OCC)(=O)C. The product is [CH2:1]([N:8]1[CH:12]=[C:11]([CH2:13][OH:14])[C:10]([O:18][CH2:19][C:20]2[CH:25]=[CH:24][C:23]([O:26][CH2:27][C:28]3[N:29]=[C:30]([C:34]4[O:35][CH:36]=[CH:37][CH:38]=4)[O:31][C:32]=3[CH3:33])=[C:22]([O:39][CH2:40][C:41]3[CH:42]=[CH:43][CH:44]=[CH:45][CH:46]=3)[CH:21]=2)=[N:9]1)[C:2]1[CH:7]=[CH:6][CH:5]=[CH:4][CH:3]=1. The yield is 0.810. The reactants are [CH2:1]([N:8]1[CH:12]=[C:11]([C:13](OCC)=[O:14])[C:10]([O:18][CH2:19][C:20]2[CH:25]=[CH:24][C:23]([O:26][CH2:27][C:28]3[N:29]=[C:30]([C:34]4[O:35][CH:36]=[CH:37][CH:38]=4)[O:31][C:32]=3[CH3:33])=[C:22]([O:39][CH2:40][C:41]3[CH:46]=[CH:45][CH:44]=[CH:43][CH:42]=3)[CH:21]=2)=[N:9]1)[C:2]1[CH:7]=[CH:6][CH:5]=[CH:4][CH:3]=1.[H-].[Al+3].[Li+].[H-].[H-].[H-].O.O.O.O.O.O.O.O.O.O.S([O-])([O-])(=O)=O.[Na+].[Na+]. (2) The reactants are [NH2:1][C:2]1[CH:7]=[CH:6][C:5]([N:8]([C:13]2[C:32]([CH:33]3[CH2:35][CH2:34]3)=[CH:31][C:16]3[C:17]([C:27](=[O:30])[NH:28][CH3:29])=[C:18]([C:20]4[CH:25]=[CH:24][C:23]([F:26])=[CH:22][CH:21]=4)[O:19][C:15]=3[CH:14]=2)[S:9]([CH3:12])(=[O:11])=[O:10])=[CH:4][C:3]=1[CH2:36][C:37](OC)=[O:38].[H-].[Al+3].[Li+].[H-].[H-].[H-].C1COCC1.CCCCCC.CCOC(C)=O. The catalyst is C1COCC1. The product is [NH2:1][C:2]1[CH:7]=[CH:6][C:5]([N:8]([C:13]2[C:32]([CH:33]3[CH2:35][CH2:34]3)=[CH:31][C:16]3[C:17]([C:27]([NH:28][CH3:29])=[O:30])=[C:18]([C:20]4[CH:21]=[CH:22][C:23]([F:26])=[CH:24][CH:25]=4)[O:19][C:15]=3[CH:14]=2)[S:9]([CH3:12])(=[O:11])=[O:10])=[CH:4][C:3]=1[CH2:36][CH2:37][OH:38]. The yield is 0.650. (3) The reactants are [C:1]([C:3]1[CH:15]=[CH:14][C:6]([CH2:7][N:8]2[CH2:13][CH2:12][O:11][CH2:10][CH2:9]2)=[CH:5][CH:4]=1)#[CH:2].[CH3:16][C:17]1([CH3:24])[C:21]([CH3:23])([CH3:22])[O:20][BH:19][O:18]1. The catalyst is C1(C)C=CC=CC=1. The product is [CH3:16][C:17]1([CH3:24])[C:21]([CH3:23])([CH3:22])[O:20][B:19](/[CH:2]=[CH:1]/[C:3]2[CH:15]=[CH:14][C:6]([CH2:7][N:8]3[CH2:9][CH2:10][O:11][CH2:12][CH2:13]3)=[CH:5][CH:4]=2)[O:18]1. The yield is 0.790. (4) The reactants are [CH3:1][O:2][C:3]1[CH:4]=[C:5]2[C:10](=[CH:11][C:12]=1[O:13][CH3:14])[N:9]=[CH:8][N:7]=[C:6]2[NH:15][C:16]1[CH:21]=[CH:20][C:19]([NH2:22])=[CH:18][C:17]=1[F:23].CCN(C(C)C)C(C)C.[O:33]=[C:34]1[N:38]([C:39]2[CH:44]=[CH:43][CH:42]=[CH:41][CH:40]=2)[CH2:37][CH2:36][N:35]1[C:45](Cl)=[O:46].CCOC(C)=O. The catalyst is C(Cl)Cl.C1COCC1. The product is [CH3:1][O:2][C:3]1[CH:4]=[C:5]2[C:10](=[CH:11][C:12]=1[O:13][CH3:14])[N:9]=[CH:8][N:7]=[C:6]2[NH:15][C:16]1[CH:21]=[CH:20][C:19]([NH:22][C:45]([N:35]2[CH2:36][CH2:37][N:38]([C:39]3[CH:44]=[CH:43][CH:42]=[CH:41][CH:40]=3)[C:34]2=[O:33])=[O:46])=[CH:18][C:17]=1[F:23]. The yield is 0.460. (5) The reactants are C(N(CC)C(C)C)(C)C.[Br:10][C:11]1[CH:12]=[C:13]2[C:18](=[CH:19][CH:20]=1)[N:17]([C:21](=[O:26])[C:22]([F:25])([F:24])[F:23])[C@@H:16]([CH3:27])[CH2:15][NH:14]2.[CH:28]1([C:31](Cl)=[O:32])[CH2:30][CH2:29]1. The catalyst is ClCCCl. The product is [Br:10][C:11]1[CH:12]=[C:13]2[C:18](=[CH:19][CH:20]=1)[N:17]([C:21](=[O:26])[C:22]([F:23])([F:25])[F:24])[C@@H:16]([CH3:27])[CH2:15][N:14]2[C:31]([CH:28]1[CH2:30][CH2:29]1)=[O:32]. The yield is 0.980. (6) The reactants are [CH3:1][N:2]([CH2:26][CH2:27][NH:28]C(=O)OC(C)(C)C)[C:3](=[O:25])[CH2:4][CH2:5]/[CH:6]=[CH:7]\[CH2:8]/[CH:9]=[CH:10]\[CH2:11]/[CH:12]=[CH:13]\[CH2:14]/[CH:15]=[CH:16]\[CH2:17]/[CH:18]=[CH:19]\[CH2:20]/[CH:21]=[CH:22]\[CH2:23][CH3:24].C(O)(C(F)(F)F)=O.C([O-])([O-])=O.[Na+].[Na+]. The catalyst is ClCCl. The product is [NH2:28][CH2:27][CH2:26][N:2]([CH3:1])[C:3](=[O:25])[CH2:4][CH2:5]/[CH:6]=[CH:7]\[CH2:8]/[CH:9]=[CH:10]\[CH2:11]/[CH:12]=[CH:13]\[CH2:14]/[CH:15]=[CH:16]\[CH2:17]/[CH:18]=[CH:19]\[CH2:20]/[CH:21]=[CH:22]\[CH2:23][CH3:24]. The yield is 0.970. (7) The reactants are [Cl:1][C:2]1[CH:3]=[C:4]([NH2:9])[C:5]([NH2:8])=[N:6][CH:7]=1.[N+:10]([C:13]1[S:17][C:16]([CH:18]=O)=[CH:15][CH:14]=1)([O-:12])=[O:11]. The catalyst is CN1C(=O)CCC1.[N+](C1C=CC=CC=1)([O-])=O.CCOC(C)=O. The product is [Cl:1][C:2]1[CH:3]=[C:4]2[N:9]=[C:18]([C:16]3[S:17][C:13]([N+:10]([O-:12])=[O:11])=[CH:14][CH:15]=3)[NH:8][C:5]2=[N:6][CH:7]=1. The yield is 0.250. (8) The reactants are O.NN.[CH3:4][O:5][C:6]1[C:7]([CH2:29][N:30]2C(=O)C3C(=CC=CC=3)C2=O)=[C:8]2[C:13](=[C:14]3[CH2:18][C:17]([CH3:20])([CH3:19])[O:16][C:15]=13)[C:12]([C:21]1[CH:26]=[CH:25][CH:24]=[CH:23][CH:22]=1)=[N:11][C:10]([CH3:28])([CH3:27])[CH2:9]2.C(OC(C)C)(C)C. The catalyst is C(O)C. The product is [CH3:4][O:5][C:6]1[C:15]2[O:16][C:17]([CH3:20])([CH3:19])[CH2:18][C:14]=2[C:13]2[C:12]([C:21]3[CH:26]=[CH:25][CH:24]=[CH:23][CH:22]=3)=[N:11][C:10]([CH3:28])([CH3:27])[CH2:9][C:8]=2[C:7]=1[CH2:29][NH2:30]. The yield is 0.680. (9) The reactants are [CH:1]([C:4]1[CH:9]=[CH:8][C:7]([CH:10]2[C:14]3[C:15]([CH3:22])=[C:16]([OH:21])[C:17]([CH3:20])=[C:18]([CH3:19])[C:13]=3[O:12][C:11]2([CH3:24])[CH3:23])=[CH:6][CH:5]=1)([CH3:3])[CH3:2].Cl.Cl[CH2:27][C:28]1[CH:29]=[N:30][CH:31]=[CH:32][CH:33]=1. No catalyst specified. The product is [CH:1]([C:4]1[CH:9]=[CH:8][C:7]([CH:10]2[C:14]3[C:15]([CH3:22])=[C:16]([O:21][CH2:27][C:28]4[CH:29]=[N:30][CH:31]=[CH:32][CH:33]=4)[C:17]([CH3:20])=[C:18]([CH3:19])[C:13]=3[O:12][C:11]2([CH3:24])[CH3:23])=[CH:6][CH:5]=1)([CH3:3])[CH3:2]. The yield is 0.760. (10) The reactants are [OH:1][CH2:2][CH2:3][CH2:4][CH2:5][CH2:6][CH2:7][CH2:8][CH2:9][O:10][C:11]1[CH:16]=[CH:15][C:14]([CH2:17][C:18]#[N:19])=[CH:13][CH:12]=1.[CH3:20][O:21][C:22]1[CH:23]=[C:24]([CH:27]=[C:28]([O:30][CH3:31])[CH:29]=1)[CH:25]=O. No catalyst specified. The product is [CH3:31][O:30][C:28]1[CH:27]=[C:24](/[CH:25]=[C:17](/[C:14]2[CH:13]=[CH:12][C:11]([O:10][CH2:9][CH2:8][CH2:7][CH2:6][CH2:5][CH2:4][CH2:3][CH2:2][OH:1])=[CH:16][CH:15]=2)\[C:18]#[N:19])[CH:23]=[C:22]([O:21][CH3:20])[CH:29]=1. The yield is 0.680.